This data is from Catalyst prediction with 721,799 reactions and 888 catalyst types from USPTO. The task is: Predict which catalyst facilitates the given reaction. (1) Reactant: Br[C:2]1[CH:13]=[CH:12][C:5]2[N:6]([CH3:11])[C:7](=[O:10])[N:8]([CH3:9])[C:4]=2[CH:3]=1.[N:14]1[CH:19]=[CH:18][CH:17]=[C:16](B(O)O)[CH:15]=1.C([O-])([O-])=O.[Na+].[Na+]. Product: [CH3:11][N:6]1[C:5]2[CH:12]=[CH:13][C:2]([C:16]3[CH:15]=[N:14][CH:19]=[CH:18][CH:17]=3)=[CH:3][C:4]=2[N:8]([CH3:9])[C:7]1=[O:10]. The catalyst class is: 104. (2) Reactant: Cl[CH2:2][C:3]1[N:4]=[N:5][C:6]([C:9]2[CH:14]=[CH:13][C:12]([O:15][CH3:16])=[CH:11][C:10]=2[C:17]([F:20])([F:19])[F:18])=[CH:7][CH:8]=1.[F:21][C:22]1[C:27]([F:28])=[CH:26][CH:25]=[CH:24][C:23]=1[C:29]1[N:37]=[C:32]2[CH:33]=[N:34][NH:35][CH:36]=[C:31]2[N:30]=1.C([O-])([O-])=O.[K+].[K+].O. Product: [F:21][C:22]1[C:27]([F:28])=[CH:26][CH:25]=[CH:24][C:23]=1[C:29]1[N:37]=[C:32]2[CH:33]=[N:34][N:35]([CH2:2][C:3]3[N:4]=[N:5][C:6]([C:9]4[CH:14]=[CH:13][C:12]([O:15][CH3:16])=[CH:11][C:10]=4[C:17]([F:20])([F:19])[F:18])=[CH:7][CH:8]=3)[CH:36]=[C:31]2[N:30]=1. The catalyst class is: 3. (3) Reactant: [N:1]([CH2:4][CH2:5][O:6][CH2:7][CH2:8][O:9][CH2:10][CH2:11][O:12][CH2:13][CH2:14][P:15](=[O:22])([O:19][CH2:20][CH3:21])[O:16][CH2:17][CH3:18])=[N+]=[N-]. Product: [NH2:1][CH2:4][CH2:5][O:6][CH2:7][CH2:8][O:9][CH2:10][CH2:11][O:12][CH2:13][CH2:14][P:15](=[O:22])([O:16][CH2:17][CH3:18])[O:19][CH2:20][CH3:21]. The catalyst class is: 320. (4) Reactant: [NH2:1][C:2]1[S:6][C:5]2[CH:7]=[CH:8][CH:9]=[CH:10][C:4]=2[C:3]=1[C:11]([O:13][CH2:14][CH3:15])=[O:12].F[C:17]1[CH:22]=[CH:21][C:20]([C:23]([F:26])([F:25])[F:24])=[CH:19][C:18]=1[N+:27]([O-:29])=[O:28]. Product: [N+:27]([C:18]1[CH:19]=[C:20]([C:23]([F:24])([F:25])[F:26])[CH:21]=[CH:22][C:17]=1[NH:1][C:2]1[S:6][C:5]2[CH:7]=[CH:8][CH:9]=[CH:10][C:4]=2[C:3]=1[C:11]([O:13][CH2:14][CH3:15])=[O:12])([O-:29])=[O:28]. The catalyst class is: 16. (5) Reactant: [CH2:1]1[O:11][C:10]2[CH:9]=[CH:8][C:5]([CH:6]=[O:7])=[CH:4][C:3]=2[O:2]1.[Mg].I[CH2:14][CH3:15].[Cl-].[NH4+]. Product: [CH2:1]1[O:11][C:10]2[CH:9]=[CH:8][C:5]([CH:6]([OH:7])[CH2:14][CH3:15])=[CH:4][C:3]=2[O:2]1. The catalyst class is: 280.